Task: Predict the product of the given reaction.. Dataset: Forward reaction prediction with 1.9M reactions from USPTO patents (1976-2016) (1) Given the reactants [CH3:1][C@H:2]1[CH2:7][N:6]2[N:8]=[CH:9][C:10]([N:11]3[C:25](=[O:26])[CH2:24][C:13]4([CH2:16][N:15]([C:17]([O:19][C:20]([CH3:23])([CH3:22])[CH3:21])=[O:18])[CH2:14]4)[CH2:12]3)=[C:5]2[CH2:4][NH:3]1.CCN(CC)CC.[Cl:34][C:35]1[CH:40]=[C:39]([N:41]=[C:42]=[O:43])[CH:38]=[CH:37][C:36]=1[F:44], predict the reaction product. The product is: [Cl:34][C:35]1[CH:40]=[C:39]([NH:41][C:42]([N:3]2[C@@H:2]([CH3:1])[CH2:7][N:6]3[N:8]=[CH:9][C:10]([N:11]4[C:25](=[O:26])[CH2:24][C:13]5([CH2:14][N:15]([C:17]([O:19][C:20]([CH3:21])([CH3:22])[CH3:23])=[O:18])[CH2:16]5)[CH2:12]4)=[C:5]3[CH2:4]2)=[O:43])[CH:38]=[CH:37][C:36]=1[F:44]. (2) Given the reactants [CH:1]1([S:4]([C:7]2[CH:12]=[N:11][CH:10]=[C:9]3[NH:13][N:14]=[CH:15][C:8]=23)(=[O:6])=[O:5])[CH2:3][CH2:2]1.C([O-])([O-])=O.[Cs+].[Cs+].Br[CH:23]([CH2:29][CH:30]1[CH2:35][CH2:34][O:33][CH2:32][CH2:31]1)[C:24]([O:26]CC)=[O:25].[OH-].[Na+].C(OC(C)C)(=O)C, predict the reaction product. The product is: [CH:1]1([S:4]([C:7]2[CH:12]=[N:11][CH:10]=[C:9]3[N:13]([CH:23]([CH2:29][CH:30]4[CH2:35][CH2:34][O:33][CH2:32][CH2:31]4)[C:24]([OH:26])=[O:25])[N:14]=[CH:15][C:8]=23)(=[O:6])=[O:5])[CH2:3][CH2:2]1.